Dataset: Forward reaction prediction with 1.9M reactions from USPTO patents (1976-2016). Task: Predict the product of the given reaction. (1) Given the reactants Br[C:2]1[CH:3]=[C:4]2[C:8](=[CH:9][CH:10]=1)[CH2:7][CH:6]([C:11]([O:13][CH3:14])=[O:12])[CH2:5]2.CC1(C)C(C)(C)OB([C:23]2[CH:28]=[CH:27][C:26]([OH:29])=[CH:25][CH:24]=2)O1.C1(P(C2C=CC=CC=2)C2C=CC=CC=2)C=CC=CC=1.P([O-])([O-])([O-])=O.[K+].[K+].[K+].O, predict the reaction product. The product is: [OH:29][C:26]1[CH:27]=[CH:28][C:23]([C:2]2[CH:3]=[C:4]3[C:8](=[CH:9][CH:10]=2)[CH2:7][CH:6]([C:11]([O:13][CH3:14])=[O:12])[CH2:5]3)=[CH:24][CH:25]=1. (2) Given the reactants C([O:3][C:4](=[O:24])[C:5]1[CH:10]=[CH:9][CH:8]=[C:7]([NH:11][C:12]2[N:17]=[C:16]([C:18]3[CH:19]=[N:20][CH:21]=[CH:22][CH:23]=3)[CH:15]=[CH:14][N:13]=2)[CH:6]=1)C.C(OC(=O)C1C=CC(C)=C(NC2N=C(C3C=NC=CC=3)C=CN=2)C=1)C, predict the reaction product. The product is: [N:20]1[CH:21]=[CH:22][CH:23]=[C:18]([C:16]2[CH:15]=[CH:14][N:13]=[C:12]([NH:11][C:7]3[CH:6]=[C:5]([CH:10]=[CH:9][CH:8]=3)[C:4]([OH:24])=[O:3])[N:17]=2)[CH:19]=1. (3) Given the reactants [OH:1][C:2]1[CH:3]=[C:4]([CH:7]=[CH:8][CH:9]=1)[CH:5]=O.[CH3:10][NH:11][CH3:12].C(O[BH-](OC(=O)C)OC(=O)C)(=O)C.[Na+].C(O)(=O)C.C([O-])(O)=O.[Na+], predict the reaction product. The product is: [CH3:10][N:11]([CH2:5][C:4]1[CH:3]=[C:2]([OH:1])[CH:9]=[CH:8][CH:7]=1)[CH3:12]. (4) Given the reactants [OH:1][C:2]1[CH:3]=[C:4]([C:8]2[C:17]3[C:12](=[C:13]([C:18]([F:21])([F:20])[F:19])[CH:14]=[CH:15][CH:16]=3)[N:11]=[CH:10][C:9]=2[C:22]([C:24]2[CH:29]=[CH:28][CH:27]=[CH:26][CH:25]=2)=[O:23])[CH:5]=[CH:6][CH:7]=1.C[O:31][C:32](=[O:43])[C:33]1[CH:38]=[CH:37][C:36]([CH2:39]Br)=[C:35]([O:41][CH3:42])[CH:34]=1.[OH-].[Na+], predict the reaction product. The product is: [C:22]([C:9]1[CH:10]=[N:11][C:12]2[C:17]([C:8]=1[C:4]1[CH:3]=[C:2]([CH:7]=[CH:6][CH:5]=1)[O:1][CH2:39][C:36]1[CH:37]=[CH:38][C:33]([C:32]([OH:43])=[O:31])=[CH:34][C:35]=1[O:41][CH3:42])=[CH:16][CH:15]=[CH:14][C:13]=2[C:18]([F:21])([F:19])[F:20])(=[O:23])[C:24]1[CH:25]=[CH:26][CH:27]=[CH:28][CH:29]=1. (5) Given the reactants [F:1][C:2]([F:23])([F:22])[C:3]1[CH:8]=[CH:7][C:6]([N:9]2[CH2:14][CH2:13][N:12](C(OC(C)(C)C)=O)[CH2:11][CH2:10]2)=[CH:5][CH:4]=1, predict the reaction product. The product is: [F:23][C:2]([F:1])([F:22])[C:3]1[CH:4]=[CH:5][C:6]([N:9]2[CH2:14][CH2:13][NH:12][CH2:11][CH2:10]2)=[CH:7][CH:8]=1. (6) Given the reactants [Cl:1][C:2]1[CH:3]=[C:4]([C:9]2[C:21]([CH3:22])=[CH:20][C:12]([C:13]([NH:15][S:16]([CH3:19])(=[O:18])=[O:17])=[O:14])=[C:11]([F:23])[CH:10]=2)[CH:5]=[N:6][C:7]=1F.C(=O)([O-])[O-].[Cs+].[Cs+].[CH3:30][O:31][C:32]1[CH:33]=[C:34]([CH2:38][SH:39])[CH:35]=[CH:36][CH:37]=1, predict the reaction product. The product is: [Cl:1][C:2]1[CH:3]=[C:4]([C:9]2[C:21]([CH3:22])=[CH:20][C:12]([C:13]([NH:15][S:16]([CH3:19])(=[O:18])=[O:17])=[O:14])=[C:11]([F:23])[CH:10]=2)[CH:5]=[N:6][C:7]=1[S:39][CH2:38][C:34]1[CH:35]=[CH:36][CH:37]=[C:32]([O:31][CH3:30])[CH:33]=1. (7) Given the reactants [N:1]1([C:7]2[CH:12]=[CH:11][C:10]([NH:13][CH2:14][C:15]3[CH:23]=[CH:22][C:18]([C:19](O)=[O:20])=[CH:17][CH:16]=3)=[CH:9][CH:8]=2)[CH2:6][CH2:5][O:4][CH2:3][CH2:2]1.[C:24]1([NH2:31])[CH:29]=[CH:28][CH:27]=[CH:26][C:25]=1[NH2:30].F[P-](F)(F)(F)(F)F.N1(O[P+](N(C)C)(N(C)C)N(C)C)C2C=CC=CC=2N=N1.CCN(CC)CC, predict the reaction product. The product is: [NH2:30][C:25]1[CH:26]=[CH:27][CH:28]=[CH:29][C:24]=1[NH:31][C:19](=[O:20])[C:18]1[CH:17]=[CH:16][C:15]([CH2:14][NH:13][C:10]2[CH:11]=[CH:12][C:7]([N:1]3[CH2:6][CH2:5][O:4][CH2:3][CH2:2]3)=[CH:8][CH:9]=2)=[CH:23][CH:22]=1.